From a dataset of NCI-60 drug combinations with 297,098 pairs across 59 cell lines. Regression. Given two drug SMILES strings and cell line genomic features, predict the synergy score measuring deviation from expected non-interaction effect. (1) Drug 1: CC(CN1CC(=O)NC(=O)C1)N2CC(=O)NC(=O)C2. Drug 2: CC1=CC=C(C=C1)C2=CC(=NN2C3=CC=C(C=C3)S(=O)(=O)N)C(F)(F)F. Cell line: T-47D. Synergy scores: CSS=9.32, Synergy_ZIP=-3.34, Synergy_Bliss=-1.59, Synergy_Loewe=-0.0783, Synergy_HSA=0.134. (2) Drug 1: CC1OCC2C(O1)C(C(C(O2)OC3C4COC(=O)C4C(C5=CC6=C(C=C35)OCO6)C7=CC(=C(C(=C7)OC)O)OC)O)O. Drug 2: CC(C)(C#N)C1=CC(=CC(=C1)CN2C=NC=N2)C(C)(C)C#N. Cell line: KM12. Synergy scores: CSS=16.3, Synergy_ZIP=-5.90, Synergy_Bliss=-5.87, Synergy_Loewe=-2.64, Synergy_HSA=-2.50. (3) Drug 1: C1CN(CCN1C(=O)CCBr)C(=O)CCBr. Drug 2: CC12CCC3C(C1CCC2OP(=O)(O)O)CCC4=C3C=CC(=C4)OC(=O)N(CCCl)CCCl.[Na+]. Cell line: IGROV1. Synergy scores: CSS=5.12, Synergy_ZIP=-8.13, Synergy_Bliss=-7.07, Synergy_Loewe=-11.6, Synergy_HSA=-6.42. (4) Drug 1: C1CC(C1)(C(=O)O)C(=O)O.[NH2-].[NH2-].[Pt+2]. Drug 2: C1=NC(=NC(=O)N1C2C(C(C(O2)CO)O)O)N. Cell line: OVCAR-4. Synergy scores: CSS=26.4, Synergy_ZIP=-6.98, Synergy_Bliss=2.78, Synergy_Loewe=-27.3, Synergy_HSA=-0.470. (5) Drug 2: CCN(CC)CCCC(C)NC1=C2C=C(C=CC2=NC3=C1C=CC(=C3)Cl)OC. Cell line: OVCAR3. Synergy scores: CSS=18.1, Synergy_ZIP=-4.58, Synergy_Bliss=0.185, Synergy_Loewe=-35.0, Synergy_HSA=-1.18. Drug 1: CN(C)N=NC1=C(NC=N1)C(=O)N. (6) Drug 1: C1CCC(C1)C(CC#N)N2C=C(C=N2)C3=C4C=CNC4=NC=N3. Drug 2: C1=NC2=C(N=C(N=C2N1C3C(C(C(O3)CO)O)O)F)N. Cell line: A498. Synergy scores: CSS=0.219, Synergy_ZIP=0.416, Synergy_Bliss=1.30, Synergy_Loewe=-0.641, Synergy_HSA=-0.376. (7) Drug 1: CC1C(C(CC(O1)OC2CC(CC3=C2C(=C4C(=C3O)C(=O)C5=C(C4=O)C(=CC=C5)OC)O)(C(=O)CO)O)N)O.Cl. Drug 2: C1CN(CCN1C(=O)CCBr)C(=O)CCBr. Cell line: MDA-MB-231. Synergy scores: CSS=14.4, Synergy_ZIP=-2.71, Synergy_Bliss=2.51, Synergy_Loewe=3.21, Synergy_HSA=3.28.